This data is from Peptide-MHC class I binding affinity with 185,985 pairs from IEDB/IMGT. The task is: Regression. Given a peptide amino acid sequence and an MHC pseudo amino acid sequence, predict their binding affinity value. This is MHC class I binding data. (1) The peptide sequence is MEFEPFQSL. The MHC is HLA-A30:01 with pseudo-sequence HLA-A30:01. The binding affinity (normalized) is 0.0847. (2) The peptide sequence is YQEPPAHGL. The MHC is HLA-A01:01 with pseudo-sequence HLA-A01:01. The binding affinity (normalized) is 0.213. (3) The peptide sequence is RIRTWKSLVK. The MHC is HLA-A31:01 with pseudo-sequence HLA-A31:01. The binding affinity (normalized) is 0.632. (4) The peptide sequence is SSRVDRYSKK. The MHC is HLA-A03:01 with pseudo-sequence HLA-A03:01. The binding affinity (normalized) is 0.477. (5) The peptide sequence is ERYLKDQQL. The MHC is HLA-B57:01 with pseudo-sequence HLA-B57:01. The binding affinity (normalized) is 0.